From a dataset of NCI-60 drug combinations with 297,098 pairs across 59 cell lines. Regression. Given two drug SMILES strings and cell line genomic features, predict the synergy score measuring deviation from expected non-interaction effect. (1) Drug 1: C1=CC(=CC=C1CCCC(=O)O)N(CCCl)CCCl. Drug 2: CC12CCC3C(C1CCC2OP(=O)(O)O)CCC4=C3C=CC(=C4)OC(=O)N(CCCl)CCCl.[Na+]. Cell line: OVCAR3. Synergy scores: CSS=2.71, Synergy_ZIP=-9.23, Synergy_Bliss=-11.5, Synergy_Loewe=-12.3, Synergy_HSA=-10.5. (2) Drug 1: CN(CCCl)CCCl.Cl. Drug 2: COC1=C2C(=CC3=C1OC=C3)C=CC(=O)O2. Cell line: BT-549. Synergy scores: CSS=3.47, Synergy_ZIP=-5.65, Synergy_Bliss=-3.52, Synergy_Loewe=-12.7, Synergy_HSA=-3.03. (3) Drug 1: CS(=O)(=O)CCNCC1=CC=C(O1)C2=CC3=C(C=C2)N=CN=C3NC4=CC(=C(C=C4)OCC5=CC(=CC=C5)F)Cl. Drug 2: C1CNP(=O)(OC1)N(CCCl)CCCl. Cell line: ACHN. Synergy scores: CSS=23.0, Synergy_ZIP=-9.52, Synergy_Bliss=-3.62, Synergy_Loewe=-3.91, Synergy_HSA=-3.63. (4) Drug 1: CS(=O)(=O)OCCCCOS(=O)(=O)C. Drug 2: CC1=C(C(=O)C2=C(C1=O)N3CC4C(C3(C2COC(=O)N)OC)N4)N. Cell line: SNB-19. Synergy scores: CSS=23.4, Synergy_ZIP=-2.35, Synergy_Bliss=2.19, Synergy_Loewe=-30.9, Synergy_HSA=-0.200.